Predict the reaction yield, written as a fraction of the theoretical maximum amount of product (1.0 means a 100% yield; for example, 0.34 means a 34% yield). From a dataset of Reaction yield outcomes from USPTO patents with 853,638 reactions. (1) The reactants are [S:1]([Cl:5])(=O)(=[O:3])[OH:2].[CH3:6][N:7]([C:9]1[CH:14]=[CH:13][CH:12]=[CH:11][CH:10]=1)[CH3:8].[Cl-].[Na+].O.O. The catalyst is ClCCl. The product is [CH3:6][N:7]([CH3:8])[C:9]1[CH:10]=[C:11]([S:1]([Cl:5])(=[O:3])=[O:2])[CH:12]=[CH:13][CH:14]=1. The yield is 0.110. (2) The product is [C:9]([NH:8][C:6]1[CH:5]=[CH:4][C:3]([C:12]2[CH:14]=[C:12]([C:3]3[CH:4]=[CH:5][C:6]([NH:8][C:9](=[O:10])[CH3:11])=[CH:7][C:2]=3[CH3:1])[CH:14]=[C:12]([C:3]3[CH:4]=[CH:5][C:6]([NH:8][C:9](=[O:10])[CH3:11])=[CH:7][C:2]=3[CH3:1])[CH:14]=2)=[C:2]([CH3:1])[CH:7]=1)(=[O:10])[CH3:11]. The yield is 0.0400. The reactants are [CH3:1][C:2]1[CH:7]=[C:6]([NH:8][C:9]([CH3:11])=[O:10])[CH:5]=[CH:4][C:3]=1[C:12]([CH3:14])=O. The catalyst is OS(C(F)(F)F)(=O)=O. (3) The reactants are [C:1]([OH:22])(=O)[CH2:2][CH2:3][CH2:4][CH2:5][CH2:6][CH2:7][CH2:8][CH2:9][CH2:10][CH:11]=[CH:12][CH2:13][CH:14]=[CH:15][CH2:16][CH2:17][CH2:18][CH2:19][CH3:20].Cl.C[NH:25]OC.C1C=NC2N(O)N=NC=2C=1.CCN(CC)CC.C(Cl)CCl. The catalyst is C(Cl)Cl. The product is [C:1]([NH2:25])(=[O:22])[CH2:2][CH2:3][CH2:4][CH2:5][CH2:6][CH2:7][CH2:8][CH2:9][CH2:10][CH:11]=[CH:12][CH2:13][CH:14]=[CH:15][CH2:16][CH2:17][CH2:18][CH2:19][CH3:20]. The yield is 0.930. (4) The reactants are [CH3:1][C:2]1[N:29]=[C:5]2[NH:6][C:7](=[O:28])[C:8]([CH2:13][C:14]3[CH:19]=[CH:18][C:17]([C:20]4[C:21]([C:26]#[N:27])=[CH:22][CH:23]=[CH:24][CH:25]=4)=[CH:16][CH:15]=3)=[C:9]([CH2:10][CH2:11][CH3:12])[N:4]2[N:3]=1.[CH3:30][CH:31]1[CH2:35][C:34]2[CH:36]=[C:37](B(O)O)[CH:38]=[CH:39][C:33]=2[O:32]1.C(N(CC)CC)C.N1C=CC=CC=1. The catalyst is ClCCl.C(OCC)(=O)C.C([O-])(=O)C.[Cu+2].C([O-])(=O)C. The product is [CH3:1][C:2]1[N:29]=[C:5]2[N:6]([C:37]3[CH:38]=[CH:39][C:33]4[O:32][CH:31]([CH3:30])[CH2:35][C:34]=4[CH:36]=3)[C:7](=[O:28])[C:8]([CH2:13][C:14]3[CH:19]=[CH:18][C:17]([C:20]4[C:21]([C:26]#[N:27])=[CH:22][CH:23]=[CH:24][CH:25]=4)=[CH:16][CH:15]=3)=[C:9]([CH2:10][CH2:11][CH3:12])[N:4]2[N:3]=1. The yield is 0.870. (5) The reactants are [F:1][C:2]1[CH:31]=[CH:30][C:5]([CH2:6][N:7]2C[CH2:10][N:9]([C:12]3[CH:16]=[C:15]([C:17]([OH:19])=O)[N:14](CC4C=CC(OC)=CC=4)[N:13]=3)[C:8]2=[O:29])=[CH:4][CH:3]=1.O[N:33]1[C:37]2[CH:38]=[CH:39][CH:40]=[CH:41][C:36]=2[N:35]=N1.F[B-](F)(F)F.[N:47]1(OC(N(C)C)=[N+](C)C)C2C=CC=CC=2N=N1.C(N(CC)C(C)C)(C)C.N1C=CC=CC=1CN. No catalyst specified. The product is [F:1][C:2]1[CH:3]=[CH:4][C:5]([CH2:6][N:7]2[C:8](=[O:29])[N:9]([C:12]3[CH:16]=[C:15]([C:17]([NH:35][CH2:36][C:41]4[CH:40]=[CH:39][CH:38]=[CH:37][N:33]=4)=[O:19])[NH:14][N:13]=3)[CH:10]=[N:47]2)=[CH:30][CH:31]=1. The yield is 0.790. (6) The reactants are [F:1][C:2]1[CH:7]=[CH:6][CH:5]=[C:4]([F:8])[N:3]=1.[CH:9]([N-]C(C)C)([CH3:11])[CH3:10].[Li+].C(=[O:20])CC. The catalyst is O1CCCC1. The product is [F:1][C:2]1[C:7]([CH2:10][CH:9]([OH:20])[CH3:11])=[CH:6][CH:5]=[C:4]([F:8])[N:3]=1. The yield is 0.700.